From a dataset of Forward reaction prediction with 1.9M reactions from USPTO patents (1976-2016). Predict the product of the given reaction. (1) Given the reactants [NH2:1][C:2]1[CH:3]=[N:4][CH:5]=[CH:6][C:7]=1[N:8]1[CH2:13][C@H:12]([CH3:14])[CH2:11][C@H:10]([NH:15][C:16](=[O:22])[O:17][C:18]([CH3:21])([CH3:20])[CH3:19])[CH2:9]1.[C:23](N1C=CN=C1)(N1C=CN=C1)=[S:24], predict the reaction product. The product is: [N:1]([C:2]1[CH:3]=[N:4][CH:5]=[CH:6][C:7]=1[N:8]1[CH2:13][C@H:12]([CH3:14])[CH2:11][C@H:10]([NH:15][C:16](=[O:22])[O:17][C:18]([CH3:21])([CH3:20])[CH3:19])[CH2:9]1)=[C:23]=[S:24]. (2) Given the reactants [Br:1][C:2]1[CH:3]=[C:4]([C:9]#[N:10])[C:5](Cl)=[N:6][CH:7]=1.[NH2:11][NH2:12], predict the reaction product. The product is: [Br:1][C:2]1[CH:3]=[C:4]2[C:9]([NH2:10])=[N:12][NH:11][C:5]2=[N:6][CH:7]=1.